From a dataset of Forward reaction prediction with 1.9M reactions from USPTO patents (1976-2016). Predict the product of the given reaction. (1) Given the reactants [I-].[CH3:2][S+](C)(C)=O.[OH-].[Na+].[Cl:9][C:10]1[CH:15]=[C:14]([Cl:16])[CH:13]=[CH:12][C:11]=1/[CH:17]=[CH:18]/[C:19](=[O:21])[CH3:20], predict the reaction product. The product is: [Cl:9][C:10]1[CH:15]=[C:14]([Cl:16])[CH:13]=[CH:12][C:11]=1[C@@H:17]1[CH2:2][C@H:18]1[C:19](=[O:21])[CH3:20]. (2) Given the reactants [C:1](O[K])(C)(C)C.[CH3:7][O:8][C:9]1[CH:10]=[N:11][C:12]2[CH:13]=[CH:14][CH:15]=[C:16]([CH:19]=O)[C:17]=2[N:18]=1, predict the reaction product. The product is: [CH3:7][O:8][C:9]1[CH:10]=[N:11][C:12]2[C:17](=[C:16]([CH:19]=[CH2:1])[CH:15]=[CH:14][CH:13]=2)[N:18]=1.